This data is from Forward reaction prediction with 1.9M reactions from USPTO patents (1976-2016). The task is: Predict the product of the given reaction. (1) The product is: [O:1]1[C:6]2[CH:7]=[CH:8][CH:9]=[CH:10][C:5]=2[NH:4][CH2:3][CH:2]1[CH2:11][NH2:12]. Given the reactants [O:1]1[C:6]2[CH:7]=[CH:8][CH:9]=[CH:10][C:5]=2[NH:4][CH2:3][CH:2]1[C:11]#[N:12].[H-].[Al+3].[Li+].[H-].[H-].[H-], predict the reaction product. (2) Given the reactants [Br:1]Br.[Cl:3][C:4]1[CH:23]=[CH:22][C:7]([O:8][C:9]2[CH:14]=[CH:13][C:12]([C:15](=[O:17])[CH3:16])=[C:11]([C:18]([F:21])([F:20])[F:19])[CH:10]=2)=[CH:6][CH:5]=1.C(=O)(O)[O-].[Na+], predict the reaction product. The product is: [Br:1][CH2:16][C:15]([C:12]1[CH:13]=[CH:14][C:9]([O:8][C:7]2[CH:6]=[CH:5][C:4]([Cl:3])=[CH:23][CH:22]=2)=[CH:10][C:11]=1[C:18]([F:19])([F:20])[F:21])=[O:17]. (3) Given the reactants CN(C(ON1N=NC2C=CC=NC1=2)=[N+](C)C)C.F[P-](F)(F)(F)(F)F.[F:25][C:26]1[CH:27]=[C:28]([C:34]2[CH:39]=[CH:38][C:37]([C:40]([OH:42])=O)=[C:36]([N+:43]([O-:45])=[O:44])[CH:35]=2)[CH:29]=[CH:30][C:31]=1[O:32][CH3:33].Cl.[CH3:47][C:48]([O:51][C@H:52]([CH3:59])[C@@H:53]([C:55]([O:57][CH3:58])=[O:56])[NH2:54])([CH3:50])[CH3:49].C(N(C(C)C)CC)(C)C, predict the reaction product. The product is: [CH3:50][C:48]([O:51][C@H:52]([CH3:59])[C@@H:53]([C:55]([O:57][CH3:58])=[O:56])[NH:54][C:40]([C:37]1[CH:38]=[CH:39][C:34]([C:28]2[CH:29]=[CH:30][C:31]([O:32][CH3:33])=[C:26]([F:25])[CH:27]=2)=[CH:35][C:36]=1[N+:43]([O-:45])=[O:44])=[O:42])([CH3:47])[CH3:49]. (4) Given the reactants Cl[C:2]1[N:3]=[C:4]2[NH:12][C@H:11]([C:13]([F:16])([F:15])[F:14])[CH2:10][CH2:9][N:5]2[C:6](=[O:8])[CH:7]=1.[NH:17]1[CH2:22][CH2:21][O:20][CH2:19][CH2:18]1, predict the reaction product. The product is: [N:17]1([C:2]2[N:3]=[C:4]3[NH:12][C@H:11]([C:13]([F:16])([F:15])[F:14])[CH2:10][CH2:9][N:5]3[C:6](=[O:8])[CH:7]=2)[CH2:22][CH2:21][O:20][CH2:19][CH2:18]1. (5) Given the reactants Cl[C:2]1[N:7]=[C:6]([Cl:8])[C:5]([C:9]([F:12])([F:11])[F:10])=[CH:4][N:3]=1.[NH2:13][C:14]1[CH:28]=[CH:27][C:17]([CH2:18][P:19](=[O:26])([O:23][CH2:24][CH3:25])[O:20][CH2:21][CH3:22])=[C:16]([Cl:29])[C:15]=1[O:30][CH3:31].CN1C=CN=C1, predict the reaction product. The product is: [Cl:29][C:16]1[C:15]([O:30][CH3:31])=[C:14]([NH:13][C:2]2[N:7]=[C:6]([Cl:8])[C:5]([C:9]([F:12])([F:11])[F:10])=[CH:4][N:3]=2)[CH:28]=[CH:27][C:17]=1[CH2:18][P:19](=[O:26])([O:23][CH2:24][CH3:25])[O:20][CH2:21][CH3:22]. (6) Given the reactants [CH:1]1([NH:4][C:5]([C@H:7]2[CH2:11][CH2:10][CH2:9][N:8]2[C:12]2[CH:17]=[CH:16][C:15]([NH:18][C:19]([NH2:21])=[NH:20])=[CH:14][CH:13]=2)=[O:6])[CH2:3][CH2:2]1.CN(C)/[CH:24]=[C:25](\[F:37])/[C:26]([C:28]1[N:32]([CH:33]([CH3:35])[CH3:34])[C:31]([CH3:36])=[N:30][CH:29]=1)=O, predict the reaction product. The product is: [CH:1]1([NH:4][C:5]([C@H:7]2[CH2:11][CH2:10][CH2:9][N:8]2[C:12]2[CH:13]=[CH:14][C:15]([NH:18][C:19]3[N:21]=[C:26]([C:28]4[N:32]([CH:33]([CH3:34])[CH3:35])[C:31]([CH3:36])=[N:30][CH:29]=4)[C:25]([F:37])=[CH:24][N:20]=3)=[CH:16][CH:17]=2)=[O:6])[CH2:3][CH2:2]1. (7) Given the reactants [Br:1][C:2]1[C:7]([CH3:8])=[CH:6][C:5]([CH2:9][CH2:10][CH2:11][OH:12])=[CH:4][C:3]=1[CH3:13].CC(OI1(OC(C)=O)(OC(C)=O)OC(=O)C2C=CC=CC1=2)=O.C(O)(C)C, predict the reaction product. The product is: [Br:1][C:2]1[C:7]([CH3:8])=[CH:6][C:5]([CH2:9][CH2:10][CH:11]=[O:12])=[CH:4][C:3]=1[CH3:13].